From a dataset of Full USPTO retrosynthesis dataset with 1.9M reactions from patents (1976-2016). Predict the reactants needed to synthesize the given product. (1) Given the product [CH3:1][O:2][C:3]([C:5]1[CH:6]=[C:7]2[C:11](=[CH:12][CH:13]=1)[NH:10][N:9]=[C:8]2[CH:21]=[CH2:24])=[O:4], predict the reactants needed to synthesize it. The reactants are: [CH3:1][O:2][C:3]([C:5]1[CH:6]=[C:7]2[C:11](=[CH:12][CH:13]=1)[NH:10][N:9]=[C:8]2I)=[O:4].C(=O)([O-])[O-].[Na+].[Na+].[CH2:21]([CH2:24]OC)OC. (2) Given the product [Br:9][CH:3]([C:2](=[O:1])[CH3:8])[CH2:4][C:5]([OH:7])=[O:6], predict the reactants needed to synthesize it. The reactants are: [O:1]=[C:2]([CH3:8])[CH2:3][CH2:4][C:5]([OH:7])=[O:6].[Br:9]Br. (3) Given the product [F:3][C:4]1[CH:9]=[CH:8][C:7]([CH2:10][C:11]([NH:1][NH2:2])=[O:12])=[CH:6][CH:5]=1, predict the reactants needed to synthesize it. The reactants are: [NH2:1][NH2:2].[F:3][C:4]1[CH:9]=[CH:8][C:7]([CH2:10][C:11](Cl)=[O:12])=[CH:6][CH:5]=1.C([O-])(O)=O.[Na+]. (4) Given the product [F:36][C:37]1[CH:44]=[CH:43][CH:42]=[C:41]([F:45])[C:38]=1[CH2:39][N:21]1[C:9]2[S:10][C:11]([C:12]3[CH:13]=[CH:14][C:15]([N+:18]([O-:20])=[O:19])=[CH:16][CH:17]=3)=[C:7]([CH3:6])[C:8]=2[C:31](=[O:33])[N:24]([C:25]2[CH:30]=[CH:29][CH:28]=[CH:27][CH:26]=2)[C:22]1=[O:23], predict the reactants needed to synthesize it. The reactants are: CO.C[O-].[Na+].[CH3:6][C:7]1[C:8]([C:31]([O:33]CC)=O)=[C:9]([NH:21][C:22]([NH:24][C:25]2[CH:30]=[CH:29][CH:28]=[CH:27][CH:26]=2)=[O:23])[S:10][C:11]=1[C:12]1[CH:17]=[CH:16][C:15]([N+:18]([O-:20])=[O:19])=[CH:14][CH:13]=1.[F:36][C:37]1[CH:44]=[CH:43][CH:42]=[C:41]([F:45])[C:38]=1[CH2:39]Br. (5) Given the product [CH3:28][N:29]1[CH2:34][CH2:33][CH:32]([C:35]([NH:1][C:2]2[CH:3]=[CH:4][C:5]([S:8][C:9]3[C:18]4[C:13](=[CH:14][CH:15]=[CH:16][CH:17]=4)[NH:12]/[C:11](=[C:19]4/[C:20]([CH2:25][CH2:26][CH3:27])=[N:21][NH:22][C:23]/4=[O:24])/[CH:10]=3)=[CH:6][CH:7]=2)=[O:36])[CH2:31][CH2:30]1, predict the reactants needed to synthesize it. The reactants are: [NH2:1][C:2]1[CH:7]=[CH:6][C:5]([S:8][C:9]2[C:18]3[C:13](=[CH:14][CH:15]=[CH:16][CH:17]=3)[NH:12]/[C:11](=[C:19]3/[C:20]([CH2:25][CH2:26][CH3:27])=[N:21][NH:22][C:23]/3=[O:24])/[CH:10]=2)=[CH:4][CH:3]=1.[CH3:28][N:29]1[CH2:34][CH2:33][CH:32]([C:35](Cl)=[O:36])[CH2:31][CH2:30]1. (6) Given the product [C:29]([C:33]1[O:37][N:36]=[C:35]([C:38]([NH:1][C:2]2[CH:7]=[CH:6][CH:5]=[C:4]([C:8]3[CH:13]=[CH:12][N:11]=[C:10]4[NH:14][C:15]([C:17]5[CH:18]=[N:19][N:20]([CH3:22])[CH:21]=5)=[N:16][C:9]=34)[C:3]=2[CH2:23][OH:24])=[O:39])[N:34]=1)([CH3:32])([CH3:30])[CH3:31], predict the reactants needed to synthesize it. The reactants are: [NH2:1][C:2]1[CH:7]=[CH:6][CH:5]=[C:4]([C:8]2[CH:13]=[CH:12][N:11]=[C:10]3[NH:14][C:15]([C:17]4[CH:18]=[N:19][N:20]([CH3:22])[CH:21]=4)=[N:16][C:9]=23)[C:3]=1[CH2:23][OH:24].C[Al](C)C.[C:29]([C:33]1[O:37][N:36]=[C:35]([C:38](OCC)=[O:39])[N:34]=1)([CH3:32])([CH3:31])[CH3:30].